The task is: Predict which catalyst facilitates the given reaction.. This data is from Catalyst prediction with 721,799 reactions and 888 catalyst types from USPTO. (1) Reactant: [Cl:1][C:2]1[CH:7]=[CH:6][C:5]([C:8]([NH2:11])([CH3:10])[CH3:9])=[CH:4][CH:3]=1.CN(C(ON1N=NC2C=CC=NC1=2)=[N+](C)C)C.F[P-](F)(F)(F)(F)F.CCN(C(C)C)C(C)C.[F:45][C:46]1[CH:51]=[CH:50][C:49]([C:52]2[O:53][C:54]3[CH:64]=[CH:63][C:62]([C:65]4[CH:66]=[C:67]([CH:71]=[CH:72][CH:73]=4)[C:68](O)=[O:69])=[CH:61][C:55]=3[C:56]=2[C:57](=[O:60])[NH:58][CH3:59])=[CH:48][CH:47]=1. Product: [Cl:1][C:2]1[CH:3]=[CH:4][C:5]([C:8]([NH:11][C:68]([C:67]2[CH:66]=[C:65]([C:62]3[CH:63]=[CH:64][C:54]4[O:53][C:52]([C:49]5[CH:50]=[CH:51][C:46]([F:45])=[CH:47][CH:48]=5)=[C:56]([C:57]([NH:58][CH3:59])=[O:60])[C:55]=4[CH:61]=3)[CH:73]=[CH:72][CH:71]=2)=[O:69])([CH3:9])[CH3:10])=[CH:6][CH:7]=1. The catalyst class is: 31. (2) Reactant: [CH3:1][O:2][C:3]1[CH:4]=[C:5]2[C:10](=[CH:11][C:12]=1[O:13][CH3:14])[N:9]=[CH:8][CH:7]=[C:6]2[O:15][C:16]1[CH:22]=[CH:21][C:19]([NH2:20])=[CH:18][CH:17]=1.Cl[C:24](Cl)([O:26][C:27](=[O:33])OC(Cl)(Cl)Cl)Cl.[CH2:35](O)[CH2:36][CH2:37][CH2:38][CH2:39]C.C(=O)(O)[O-].[Na+]. Product: [CH3:1][O:2][C:3]1[CH:4]=[C:5]2[C:10](=[CH:11][C:12]=1[O:13][CH3:14])[N:9]=[CH:8][CH:7]=[C:6]2[O:15][C:16]1[CH:22]=[CH:21][C:19]([NH:20][C:27](=[O:33])[O:26][CH2:24][CH2:35][CH2:36][CH2:37][CH2:38][CH3:39])=[CH:18][CH:17]=1. The catalyst class is: 208. (3) Reactant: [O:1]1[C:5]2[CH:6]=[CH:7][C:8]([CH:10]3[CH:19]([C:20]([O:22][CH3:23])=[O:21])[C:18](=[O:24])[C:17]4[C:12](=[CH:13][CH:14]=[CH:15][CH:16]=4)[O:11]3)=[CH:9][C:4]=2[O:3][CH2:2]1.[BH4-].[Na+].O. Product: [O:1]1[C:5]2[CH:6]=[CH:7][C:8]([CH:10]3[CH:19]([C:20]([O:22][CH3:23])=[O:21])[CH:18]([OH:24])[C:17]4[C:12](=[CH:13][CH:14]=[CH:15][CH:16]=4)[O:11]3)=[CH:9][C:4]=2[O:3][CH2:2]1. The catalyst class is: 83. (4) Reactant: [F:1][C:2]1[C:3](=[NH:21])[N:4]([CH3:20])[C:5](=[O:19])[N:6]([S:8]([C:11]2[CH:16]=[CH:15][C:14]([O:17][CH3:18])=[CH:13][CH:12]=2)(=[O:10])=[O:9])[CH:7]=1.N1C=CC=CC=1.Cl[C:29]([O:31][C:32]1[CH:37]=[CH:36][CH:35]=[CH:34][CH:33]=1)=[O:30]. Product: [C:32]1([O:31][C:29](=[O:30])[N:21]=[C:3]2[C:2]([F:1])=[CH:7][N:6]([S:8]([C:11]3[CH:12]=[CH:13][C:14]([O:17][CH3:18])=[CH:15][CH:16]=3)(=[O:10])=[O:9])[C:5](=[O:19])[N:4]2[CH3:20])[CH:37]=[CH:36][CH:35]=[CH:34][CH:33]=1. The catalyst class is: 2. (5) Reactant: [Cl:1][C:2]1[CH:3]=[C:4]2[C:9](=[CH:10][C:11]=1[C:12]([OH:14])=O)[N:8]=[CH:7][N:6]=[C:5]2[NH:15][CH:16]([C:18]1[NH:22][C:21]2[CH:23]=[CH:24][C:25]([Cl:27])=[CH:26][C:20]=2[N:19]=1)[CH3:17].FC1C(OC(N(C)C)=[N+](C)C)=C(F)C(F)=C(F)C=1F.F[P-](F)(F)(F)(F)F.C(N(C(C)C)CC)(C)C.C(OC([NH:70][CH2:71][CH2:72][NH:73][CH2:74][CH3:75])=O)(C)(C)C.FC(F)(F)C(O)=O. Product: [Cl:1][C:2]1[CH:3]=[C:4]2[C:9](=[CH:10][C:11]=1[C:12]([N:73]([CH2:72][CH2:71][NH2:70])[CH2:74][CH3:75])=[O:14])[N:8]=[CH:7][N:6]=[C:5]2[NH:15][CH:16]([C:18]1[NH:22][C:21]2[CH:23]=[CH:24][C:25]([Cl:27])=[CH:26][C:20]=2[N:19]=1)[CH3:17]. The catalyst class is: 16. (6) Reactant: [CH3:1][O:2][C:3]1[C:8]([O:9][CH3:10])=[C:7]([O:11][CH2:12][C:13]2[CH:18]=[CH:17][CH:16]=[CH:15][CH:14]=2)[C:6]([CH3:19])=[C:5]([CH2:20][CH2:21][C:22]2[CH:27]=[CH:26][C:25]([OH:28])=[CH:24][CH:23]=2)[N:4]=1.CN(C=O)C.[OH-].[Na+].S(C1C=CC(C)=CC=1)(O[CH2:40][CH2:41][F:42])(=O)=O. Product: [CH3:1][O:2][C:3]1[C:8]([O:9][CH3:10])=[C:7]([O:11][CH2:12][C:13]2[CH:18]=[CH:17][CH:16]=[CH:15][CH:14]=2)[C:6]([CH3:19])=[C:5]([CH2:20][CH2:21][C:22]2[CH:27]=[CH:26][C:25]([O:28][CH2:40][CH2:41][F:42])=[CH:24][CH:23]=2)[N:4]=1. The catalyst class is: 13. (7) Reactant: [Br:1][C:2]1[N:6]([CH3:7])[N:5]=[CH:4][C:3]=1[C:8]1[N:9]=[C:10]([CH3:18])[N:11]2[C:16]=1[C:15](=O)[NH:14][CH:13]=[N:12]2.P(Cl)(Cl)(Cl)=O.C([N:27]([CH2:31][CH3:32])[CH:28](C)C)(C)C.P([O-])([O-])([O-])=O.[K+].[K+].[K+].N1CCC1.C(=O)(O)[O-].[Na+]. The catalyst class is: 207. Product: [N:27]1([C:15]2[C:16]3=[C:8]([C:3]4[CH:4]=[N:5][N:6]([CH3:7])[C:2]=4[Br:1])[N:9]=[C:10]([CH3:18])[N:11]3[N:12]=[CH:13][N:14]=2)[CH2:28][CH2:32][CH2:31]1. (8) Reactant: [Cl:1][C:2]1[CH:3]=[C:4]([C@H:9]2[C@H:14]([NH:15][CH2:16][CH2:17][NH:18][C:19]3[CH:24]=[CH:23][CH:22]=[CH:21][CH:20]=3)[CH2:13][CH2:12][N:11]([C:25]([O:27][C:28]([CH3:31])([CH3:30])[CH3:29])=[O:26])[CH2:10]2)[CH:5]=[CH:6][C:7]=1[Cl:8].C(N(CC)CC)C.[C:39](=O)(OC(Cl)(Cl)Cl)[O:40]C(Cl)(Cl)Cl.O. Product: [Cl:1][C:2]1[CH:3]=[C:4]([C@H:9]2[C@H:14]([N:15]3[CH2:16][CH2:17][N:18]([C:19]4[CH:20]=[CH:21][CH:22]=[CH:23][CH:24]=4)[C:39]3=[O:40])[CH2:13][CH2:12][N:11]([C:25]([O:27][C:28]([CH3:31])([CH3:30])[CH3:29])=[O:26])[CH2:10]2)[CH:5]=[CH:6][C:7]=1[Cl:8]. The catalyst class is: 1. (9) Reactant: [NH2:1][C:2]1[C:11]([NH:12][C:13]([CH:15]2[CH2:17][CH2:16]2)=O)=[CH:10][C:9]([C:18]2[C:19]([CH3:24])=[N:20][O:21][C:22]=2[CH3:23])=[CH:8][C:3]=1[C:4]([O:6][CH3:7])=[O:5]. Product: [CH:15]1([C:13]2[NH:12][C:11]3[CH:10]=[C:9]([C:18]4[C:19]([CH3:24])=[N:20][O:21][C:22]=4[CH3:23])[CH:8]=[C:3]([C:4]([O:6][CH3:7])=[O:5])[C:2]=3[N:1]=2)[CH2:17][CH2:16]1. The catalyst class is: 15.